Task: Binary Classification. Given a drug SMILES string, predict its activity (active/inactive) in a high-throughput screening assay against a specified biological target.. Dataset: HIV replication inhibition screening data with 41,000+ compounds from the AIDS Antiviral Screen (1) The molecule is COc1ccc(C=C(C#N)c2nc(O)c3ccccc3n2)cc1. The result is 1 (active). (2) The compound is Cc1cc(O)c2c(=O)c3ccccc3[nH]c2c1. The result is 0 (inactive). (3) The drug is N=C(CSSCC(=N)NC1CCCCC1)NC1CCCCC1. The result is 0 (inactive). (4) The molecule is COC(=O)C1CC1NC(=O)C(CC(=O)OCc1ccccc1)NC(=O)OCc1ccccc1. The result is 0 (inactive). (5) The drug is Clc1c2ccccc2[se][n+]1-c1ccccc1. The result is 0 (inactive). (6) The compound is COc1ccc(C(O)C(C)C(O)(C(F)(F)F)C(F)(F)F)cc1. The result is 0 (inactive).